Dataset: Forward reaction prediction with 1.9M reactions from USPTO patents (1976-2016). Task: Predict the product of the given reaction. Given the reactants [O:1]1[C:6]2[CH:7]=[CH:8][C:9]([C:11]([OH:13])=O)=[CH:10][C:5]=2[O:4][CH2:3][CH2:2]1.[CH3:14][O:15][C:16]1[CH:25]=[C:24]2[C:19]([N:20]=[CH:21][C:22]([S:26][CH2:27][CH2:28][N:29]3[CH2:34][CH2:33][CH:32]([NH2:35])[CH2:31][CH2:30]3)=[N:23]2)=[CH:18][CH:17]=1, predict the reaction product. The product is: [CH3:14][O:15][C:16]1[CH:25]=[C:24]2[C:19]([N:20]=[CH:21][C:22]([S:26][CH2:27][CH2:28][N:29]3[CH2:30][CH2:31][CH:32]([NH:35][C:11]([C:9]4[CH:8]=[CH:7][C:6]5[O:1][CH2:2][CH2:3][O:4][C:5]=5[CH:10]=4)=[O:13])[CH2:33][CH2:34]3)=[N:23]2)=[CH:18][CH:17]=1.